Dataset: Forward reaction prediction with 1.9M reactions from USPTO patents (1976-2016). Task: Predict the product of the given reaction. (1) Given the reactants [C:1]1([CH2:7][CH2:8][CH2:9]C=O)[CH:6]=[CH:5][CH:4]=[CH:3][CH:2]=1.[C:12]([N:15]1[C:23]2[C:18](=[CH:19][CH:20]=[C:21]([N:24]([CH:35]3[CH2:40][CH2:39][NH:38][CH2:37][CH2:36]3)[C:25](=[O:34])/[CH:26]=[CH:27]/[C:28]3[CH:33]=[CH:32][CH:31]=[CH:30][CH:29]=3)[CH:22]=2)[CH2:17][CH2:16]1)(=[O:14])[CH3:13].[BH-](OC(C)=O)(OC(C)=O)OC(C)=O.[Na+], predict the reaction product. The product is: [C:12]([N:15]1[C:23]2[C:18](=[CH:19][CH:20]=[C:21]([N:24]([CH:35]3[CH2:40][CH2:39][N:38]([CH2:9][CH2:8][CH2:7][C:1]4[CH:2]=[CH:3][CH:4]=[CH:5][CH:6]=4)[CH2:37][CH2:36]3)[C:25](=[O:34])/[CH:26]=[CH:27]/[C:28]3[CH:29]=[CH:30][CH:31]=[CH:32][CH:33]=3)[CH:22]=2)[CH2:17][CH2:16]1)(=[O:14])[CH3:13]. (2) Given the reactants [Cl:1][C:2]1[N:7]=[N:6][C:5]([CH:8]=[O:9])=[CH:4][CH:3]=1.[BH4-].[Na+], predict the reaction product. The product is: [Cl:1][C:2]1[N:7]=[N:6][C:5]([CH2:8][OH:9])=[CH:4][CH:3]=1. (3) Given the reactants [CH2:1]([C@H:3]([O:30][CH:31]1[CH2:35][CH2:34][NH:33][CH2:32]1)[C:4]1[CH:9]=[C:8]([F:10])[CH:7]=[CH:6][C:5]=1[S:11]([NH:14][C:15]1[C:24]([C:25]([O:27][CH3:28])=[O:26])=[C:23]2[C:18]([C@H:19]3[CH2:29][C@H:20]3[CH2:21][O:22]2)=[CH:17][CH:16]=1)(=[O:13])=[O:12])[CH3:2].FC1C=CC(S(=O)(=O)NC2C=CC3[C@H]4C[C@H]4COC=3C=2C(OC)=O)=C(C=1)CO[C@@H]1CCN(C(OC(C)(C)C)=O)C1, predict the reaction product. The product is: [CH2:1]([C@@H:3]([O:30][CH:31]1[CH2:35][CH2:34][NH:33][CH2:32]1)[C:4]1[CH:9]=[C:8]([F:10])[CH:7]=[CH:6][C:5]=1[S:11]([NH:14][C:15]1[C:24]([C:25]([O:27][CH3:28])=[O:26])=[C:23]2[C:18]([C@H:19]3[CH2:29][C@H:20]3[CH2:21][O:22]2)=[CH:17][CH:16]=1)(=[O:12])=[O:13])[CH3:2]. (4) The product is: [CH2:6]1[C:1]2([O:11][CH2:10][CH2:9][CH2:8][O:7]2)[CH2:2][CH2:3][CH2:4][CH2:5]1. Given the reactants [C:1]1(=[O:7])[CH2:6][CH2:5][CH2:4][CH2:3][CH2:2]1.[CH2:8](O)[CH2:9][CH2:10][OH:11], predict the reaction product. (5) The product is: [CH3:1][N:2]1[CH2:7][CH2:6][CH:5]([O:8][C:9]2[CH:16]=[CH:15][CH:14]=[CH:13][C:10]=2[CH:11]=[O:18])[CH2:4][CH2:3]1. Given the reactants [CH3:1][N:2]1[CH2:7][CH2:6][CH:5]([O:8][C:9]2[CH:16]=[CH:15][CH:14]=[CH:13][C:10]=2[C:11]#N)[CH2:4][CH2:3]1.C(O)=[O:18], predict the reaction product.